From a dataset of Reaction yield outcomes from USPTO patents with 853,638 reactions. Predict the reaction yield, written as a fraction of the theoretical maximum amount of product (1.0 means a 100% yield; for example, 0.34 means a 34% yield). (1) The reactants are C(O[C:4]([N:6]=[C:7]=[S:8])=[O:5])C.[CH2:9]([O:11][C:12]([CH3:24])([CH3:23])[CH2:13][NH:14][C:15]1[N:16]=[CH:17][NH:18][C:19]=1C(N)=O)[CH3:10]. The catalyst is C(Cl)Cl. The product is [CH2:9]([O:11][C:12]([CH3:23])([CH3:24])[CH2:13][N:14]1[C:15]2[N:16]=[CH:17][NH:18][C:19]=2[C:4](=[O:5])[NH:6][C:7]1=[S:8])[CH3:10]. The yield is 0.470. (2) The reactants are [N+:1]([C:4]1[CH:13]=[C:12]2[C:7]([CH2:8][CH2:9][NH:10][CH2:11]2)=[CH:6][CH:5]=1)([O-:3])=[O:2].[C:14]1(=O)[CH2:17][CH2:16][CH2:15]1.[BH3-]C#N.[Na+]. The catalyst is CO.O. The product is [CH:14]1([N:10]2[CH2:9][CH2:8][C:7]3[C:12](=[CH:13][C:4]([N+:1]([O-:3])=[O:2])=[CH:5][CH:6]=3)[CH2:11]2)[CH2:17][CH2:16][CH2:15]1. The yield is 0.650. (3) The reactants are [N:1]1[C:10]2[CH:9]=[CH:8][N:7]=[C:6]([NH2:11])[C:5]=2[CH:4]=[CH:3][CH:2]=1.Br[CH:13]([CH3:21])[C:14](=O)[C:15]([O:17][CH2:18]C)=[O:16]. The catalyst is C1COCC1. The product is [CH3:21][C:13]1[N:7]2[C:6]([C:5]3[CH:4]=[CH:3][CH:2]=[N:1][C:10]=3[CH:9]=[CH:8]2)=[N:11][C:14]=1[C:15]([O:17][CH3:18])=[O:16]. The yield is 0.600.